Dataset: Catalyst prediction with 721,799 reactions and 888 catalyst types from USPTO. Task: Predict which catalyst facilitates the given reaction. (1) Reactant: C(=O)(OC(C)(C)C)[O:2][C:3]1[C:4]2[CH:11]=[C:10]([CH2:12][CH2:13][NH:14][C:15]([O:17][C:18]([CH3:21])([CH3:20])[CH3:19])=[O:16])[S:9][C:5]=2[N:6]=[CH:7][N:8]=1.[NH4+].[OH-]. Product: [OH:2][C:3]1[C:4]2[CH:11]=[C:10]([CH2:12][CH2:13][NH:14][C:15](=[O:16])[O:17][C:18]([CH3:20])([CH3:19])[CH3:21])[S:9][C:5]=2[N:6]=[CH:7][N:8]=1. The catalyst class is: 5. (2) Reactant: [Br:1][C:2]1[N:7]=[C:6]([CH:8]=O)[CH:5]=[CH:4][CH:3]=1.[NH:10]1[CH2:15][CH2:14][O:13][CH2:12][CH2:11]1.[BH-](OC(C)=O)(OC(C)=O)OC(C)=O.[Na+].C([O-])(O)=O.[Na+]. Product: [Br:1][C:2]1[N:7]=[C:6]([CH2:8][N:10]2[CH2:15][CH2:14][O:13][CH2:12][CH2:11]2)[CH:5]=[CH:4][CH:3]=1. The catalyst class is: 26. (3) Reactant: [NH2:1][CH2:2][CH2:3][CH2:4][CH2:5][C:6]1[CH:11]=[CH:10][C:9]([S:12]([NH:15][C@@H:16]([CH:20]([CH3:22])[CH3:21])[C:17]([NH2:19])=[O:18])(=[O:14])=[O:13])=[CH:8][CH:7]=1.C(N(C(C)C)CC)(C)C.I.[NH2:33][C:34]1[C:35]([C:42]([NH:44][C:45](=[NH:48])SC)=[O:43])=[N:36][C:37]([Cl:41])=[C:38]([NH2:40])[N:39]=1. Product: [NH2:33][C:34]1[C:35]([C:42]([N:44]=[C:45]([NH2:48])[NH:1][CH2:2][CH2:3][CH2:4][CH2:5][C:6]2[CH:7]=[CH:8][C:9]([S:12]([NH:15][C@@H:16]([CH:20]([CH3:22])[CH3:21])[C:17]([NH2:19])=[O:18])(=[O:14])=[O:13])=[CH:10][CH:11]=2)=[O:43])=[N:36][C:37]([Cl:41])=[C:38]([NH2:40])[N:39]=1. The catalyst class is: 8. (4) Reactant: [Li+].[CH3:2]C([N-]C(C)C)C.O=[C:10]1[CH2:15][CH2:14][CH:13]([C:16]([O:18][CH2:19][CH3:20])=[O:17])[CH2:12][CH2:11]1.[NH4+].[Cl-]. Product: [CH2:2]=[C:10]1[CH2:15][CH2:14][CH:13]([C:16]([O:18][CH2:19][CH3:20])=[O:17])[CH2:12][CH2:11]1. The catalyst class is: 1. (5) Reactant: P(Cl)(Cl)([Cl:3])=O.[CH3:6][O:7][C:8]1[CH:9]=[C:10]([C:14]2[C:19]([CH2:20][C:21]([O:23][CH3:24])=[O:22])=[CH:18][CH:17]=[CH:16][N+:15]=2[O-])[CH:11]=[CH:12][CH:13]=1.C([O-])(=O)C.[NH4+]. Product: [Cl:3][C:16]1[N:15]=[C:14]([C:10]2[CH:11]=[CH:12][CH:13]=[C:8]([O:7][CH3:6])[CH:9]=2)[C:19]([CH2:20][C:21]([O:23][CH3:24])=[O:22])=[CH:18][CH:17]=1. The catalyst class is: 588. (6) Reactant: C1(S([N:10]2[C:14]3=[N:15][CH:16]=[C:17]([F:19])[CH:18]=[C:13]3[CH:12]=[C:11]2[C:20]([C:25]2[CH:30]=[CH:29][C:28]([S:31]([CH2:34][CH2:35][O:36][CH3:37])(=[O:33])=[O:32])=[CH:27][CH:26]=2)=[CH:21][CH:22]([CH3:24])[CH3:23])(=O)=O)C=CC=CC=1.[OH-].[Na+].[CH2:40](O)C. Product: [CH2:37]([O:36][CH2:35][CH2:34][S:31]([C:28]1[CH:29]=[CH:30][C:25]([C:20]([C:11]2[NH:10][C:14]3=[N:15][CH:16]=[C:17]([F:19])[CH:18]=[C:13]3[CH:12]=2)=[CH:21][CH:22]([CH3:23])[CH3:24])=[CH:26][CH:27]=1)(=[O:33])=[O:32])[CH3:40]. The catalyst class is: 217. (7) Reactant: C1C(=O)N([Cl:8])C(=O)C1.[Br:9][C:10]1[N:15]=[CH:14][C:13]2[CH:16]=[C:17]([C:19]3[CH:20]=[N:21][N:22]([CH3:24])[CH:23]=3)[NH:18][C:12]=2[CH:11]=1. Product: [Br:9][C:10]1[N:15]=[CH:14][C:13]2[C:16]([Cl:8])=[C:17]([C:19]3[CH:20]=[N:21][N:22]([CH3:24])[CH:23]=3)[NH:18][C:12]=2[CH:11]=1. The catalyst class is: 3. (8) Reactant: C(O[C:6](=O)[N:7]([CH2:9][C:10]1[CH:14]=[C:13]([C:15]2[C:16]([F:21])=[N:17][CH:18]=[CH:19][CH:20]=2)[N:12]([S:22]([C:25]2[CH:26]=[N:27][CH:28]=[CH:29][CH:30]=2)(=[O:24])=[O:23])[CH:11]=1)C)(C)(C)C.[C:32]([O:35]CC)(=[O:34])[CH3:33].Cl.[C:39]([O:42]CC)(=[O:41])[CH3:40]. Product: [C:39]([OH:42])(=[O:41])/[CH:40]=[CH:33]/[C:32]([OH:35])=[O:34].[F:21][C:16]1[C:15]([C:13]2[N:12]([S:22]([C:25]3[CH:26]=[N:27][CH:28]=[CH:29][CH:30]=3)(=[O:23])=[O:24])[CH:11]=[C:10]([CH2:9][NH:7][CH3:6])[CH:14]=2)=[CH:20][CH:19]=[CH:18][N:17]=1. The catalyst class is: 5. (9) Reactant: C([O:8][N:9]1[C:14]2[N:15]=[CH:16][N:17]=[CH:18][C:13]=2[C:12]([N:19]2[CH2:24][CH2:23][CH2:22][CH2:21][CH2:20]2)=[CH:11][C:10]1=[O:25])C1C=CC=CC=1.[H][H]. Product: [OH:8][N:9]1[C:14]2[N:15]=[CH:16][N:17]=[CH:18][C:13]=2[C:12]([N:19]2[CH2:24][CH2:23][CH2:22][CH2:21][CH2:20]2)=[CH:11][C:10]1=[O:25]. The catalyst class is: 352.